Dataset: Forward reaction prediction with 1.9M reactions from USPTO patents (1976-2016). Task: Predict the product of the given reaction. Given the reactants [C:1]([C:4]1[CH:5]=[CH:6][C:7]([C:20]2[C:25]([F:26])=[CH:24][CH:23]=[CH:22][C:21]=2[F:27])=[C:8]2[C:16]=1[NH:15][C:14]1[CH2:13][CH:12]([C:17](O)=[O:18])[CH2:11][CH2:10][C:9]2=1)(=[O:3])[NH2:2].ClC(OCC(C)C)=O.Cl.[CH3:37][NH:38][O:39][CH3:40], predict the reaction product. The product is: [F:26][C:25]1[CH:24]=[CH:23][CH:22]=[C:21]([F:27])[C:20]=1[C:7]1[CH:6]=[CH:5][C:4]([C:1]([NH2:2])=[O:3])=[C:16]2[C:8]=1[C:9]1[CH2:10][CH2:11][CH:12]([C:17]([N:38]([O:39][CH3:40])[CH3:37])=[O:18])[CH2:13][C:14]=1[NH:15]2.